Dataset: Forward reaction prediction with 1.9M reactions from USPTO patents (1976-2016). Task: Predict the product of the given reaction. (1) The product is: [CH3:19][O:18][C:13]1[CH:12]=[C:11]2[C:16]([C:7]([CH2:6][C:5]3[CH:31]=[CH:32][C:2]([O:1][CH2:41][CH2:42][N:43]4[CH2:47][CH2:46][CH2:45][CH2:44]4)=[CH:3][CH:4]=3)=[C:8]([C:21]3[CH:26]=[CH:25][C:24]([C:27]([F:30])([F:28])[F:29])=[CH:23][CH:22]=3)[C:9](=[O:20])[O:10]2)=[CH:15][C:14]=1[CH3:17]. Given the reactants [OH:1][C:2]1[CH:32]=[CH:31][C:5]([CH2:6][C:7]2[C:16]3[C:11](=[CH:12][C:13]([O:18][CH3:19])=[C:14]([CH3:17])[CH:15]=3)[O:10][C:9](=[O:20])[C:8]=2[C:21]2[CH:26]=[CH:25][C:24]([C:27]([F:30])([F:29])[F:28])=[CH:23][CH:22]=2)=[CH:4][CH:3]=1.C([O-])([O-])=O.[K+].[K+].Cl.Cl[CH2:41][CH2:42][N:43]1[CH2:47][CH2:46][CH2:45][CH2:44]1.O, predict the reaction product. (2) The product is: [Cl:12][C:13]1[CH:14]=[CH:15][C:16]([F:21])=[C:17]([CH:20]=1)[CH2:18][N:1]1[C:5]2=[N:6][CH:7]=[CH:8][CH:9]=[C:4]2[C:3]([C:10]#[N:11])=[N:2]1. Given the reactants [NH:1]1[C:5]2=[N:6][CH:7]=[CH:8][CH:9]=[C:4]2[C:3]([C:10]#[N:11])=[N:2]1.[Cl:12][C:13]1[CH:14]=[CH:15][C:16]([F:21])=[C:17]([CH:20]=1)[CH2:18]Br, predict the reaction product.